This data is from Forward reaction prediction with 1.9M reactions from USPTO patents (1976-2016). The task is: Predict the product of the given reaction. (1) Given the reactants [I:1][C:2]1[C:10]2[CH2:9][O:8][C:7](=[O:11])[C:6]=2[CH:5]=[CH:4][C:3]=1[CH2:12][CH2:13][N:14]1[CH2:19][CH2:18][N:17]([C:20]([O:22][C:23]([CH3:26])([CH3:25])[CH3:24])=[O:21])[CH2:16][CH2:15]1.OCCC1C(I)=CC2C(=O)OCC=2C=1, predict the reaction product. The product is: [I:1][C:2]1[C:3]([CH2:12][CH2:13][N:14]2[CH2:19][CH2:18][N:17]([C:20]([O:22][C:23]([CH3:25])([CH3:24])[CH3:26])=[O:21])[CH2:16][CH2:15]2)=[CH:4][C:5]2[CH2:9][O:8][C:7](=[O:11])[C:6]=2[CH:10]=1. (2) The product is: [NH2:37][C:33]1[C:28]2[N:27]([CH3:35])[CH:26]=[C:25]([C:23]([NH:22][C:17]3[C:18]([F:21])=[CH:19][CH:20]=[C:15]([N:8]([CH2:1][C:2]4[CH:7]=[CH:6][CH:5]=[CH:4][CH:3]=4)[S:9]([CH2:12][CH2:13][CH3:14])(=[O:11])=[O:10])[C:16]=3[F:36])=[O:24])[C:29]=2[N:30]=[CH:31][N:32]=1. Given the reactants [CH2:1]([N:8]([C:15]1[C:16]([F:36])=[C:17]([NH:22][C:23]([C:25]2[C:29]3[N:30]=[CH:31][N:32]=[C:33](Cl)[C:28]=3[N:27]([CH3:35])[CH:26]=2)=[O:24])[C:18]([F:21])=[CH:19][CH:20]=1)[S:9]([CH2:12][CH2:13][CH3:14])(=[O:11])=[O:10])[C:2]1[CH:7]=[CH:6][CH:5]=[CH:4][CH:3]=1.[NH3:37], predict the reaction product. (3) Given the reactants [I-].[CH3:2][C:3]([CH3:19])([O:5][C:6]([NH:8][C@@H:9]([C:15]([NH:17][CH3:18])=[O:16])[CH2:10][CH2:11][S+](C)C)=[O:7])[CH3:4].[Li+].C[Si]([N-][Si](C)(C)C)(C)C.O, predict the reaction product. The product is: [CH3:18][N:17]1[CH2:11][CH2:10][C@@H:9]([NH:8][C:6](=[O:7])[O:5][C:3]([CH3:19])([CH3:4])[CH3:2])[C:15]1=[O:16]. (4) Given the reactants [C:1]1([C:21]2[CH:26]=[CH:25][CH:24]=[CH:23][CH:22]=2)[CH:6]=[CH:5][C:4]([C:7]([NH:9][C:10]2[CH:18]=[CH:17][C:13]([C:14]([OH:16])=[O:15])=[C:12]([O:19]C)[CH:11]=2)=[O:8])=[CH:3][CH:2]=1.B(Br)(Br)Br, predict the reaction product. The product is: [C:1]1([C:21]2[CH:26]=[CH:25][CH:24]=[CH:23][CH:22]=2)[CH:2]=[CH:3][C:4]([C:7]([NH:9][C:10]2[CH:18]=[CH:17][C:13]([C:14]([OH:16])=[O:15])=[C:12]([OH:19])[CH:11]=2)=[O:8])=[CH:5][CH:6]=1. (5) Given the reactants P([O-])([O-])([O-])=O.[K+].[K+].[K+].[NH2:9][CH:10]([C:16]1[CH:21]=[CH:20][CH:19]=[CH:18][CH:17]=1)[CH2:11][C:12]([O:14]C)=[O:13], predict the reaction product. The product is: [NH2:9][C@H:10]([C:16]1[CH:21]=[CH:20][CH:19]=[CH:18][CH:17]=1)[CH2:11][C:12]([OH:14])=[O:13].